The task is: Predict which catalyst facilitates the given reaction.. This data is from Catalyst prediction with 721,799 reactions and 888 catalyst types from USPTO. (1) Reactant: [CH2:1]([O:3][C:4](=[O:37])[C:5]([CH3:36])([O:29][C:30]1[CH:35]=[CH:34][CH:33]=[CH:32][CH:31]=1)[CH2:6][C:7]1[CH:12]=[CH:11][C:10]([O:13][C:14]2[CH:19]=[C:18](Cl)[N:17]=[C:16]([NH:21][CH2:22][C:23]3[CH:28]=[CH:27][CH:26]=[CH:25][CH:24]=3)[N:15]=2)=[CH:9][CH:8]=1)[CH3:2].[CH2:38]([N:45]1[CH2:50][CH2:49][NH:48][CH2:47][CH2:46]1)[C:39]1[CH:44]=[CH:43][CH:42]=[CH:41][CH:40]=1.C([O-])([O-])=O.[Cs+].[Cs+]. Product: [CH2:1]([O:3][C:4](=[O:37])[C:5]([CH3:36])([O:29][C:30]1[CH:35]=[CH:34][CH:33]=[CH:32][CH:31]=1)[CH2:6][C:7]1[CH:12]=[CH:11][C:10]([O:13][C:14]2[CH:19]=[C:18]([N:48]3[CH2:49][CH2:50][N:45]([CH2:38][C:39]4[CH:40]=[CH:41][CH:42]=[CH:43][CH:44]=4)[CH2:46][CH2:47]3)[N:17]=[C:16]([NH:21][CH2:22][C:23]3[CH:28]=[CH:27][CH:26]=[CH:25][CH:24]=3)[N:15]=2)=[CH:9][CH:8]=1)[CH3:2]. The catalyst class is: 9. (2) Reactant: Cl[C:2]1[N:11]=[C:10]([CH:12]([C:18]([O:20][CH2:21][CH3:22])=[O:19])[C:13]([O:15][CH2:16][CH3:17])=[O:14])[C:9]2[C:4](=[CH:5][C:6]([O:25][CH3:26])=[C:7]([O:23][CH3:24])[CH:8]=2)[N:3]=1.NC(N)=[S:29]. Product: [CH2:16]([O:15][C:13]([CH:12]([C:18]([O:20][CH2:21][CH3:22])=[O:19])[C:10]1[C:9]2[C:4](=[CH:5][C:6]([O:25][CH3:26])=[C:7]([O:23][CH3:24])[CH:8]=2)[N:3]=[C:2]([SH:29])[N:11]=1)=[O:14])[CH3:17]. The catalyst class is: 8. (3) Reactant: [Cl:1][C:2]1[C:3]([Cl:23])=[CH:4][C:5]2[C:6]3[CH2:15][CH2:14][N:13]([C:16]([O:18][C:19]([CH3:22])([CH3:21])[CH3:20])=[O:17])[CH2:12][CH2:11][C:7]=3[NH:8][C:9]=2[CH:10]=1.[H-].[Na+].[F:26][C:27]1[CH:36]=[CH:35][C:30]([O:31][CH2:32][CH2:33]Br)=[CH:29][CH:28]=1. Product: [Cl:1][C:2]1[C:3]([Cl:23])=[CH:4][C:5]2[C:6]3[CH2:15][CH2:14][N:13]([C:16]([O:18][C:19]([CH3:20])([CH3:22])[CH3:21])=[O:17])[CH2:12][CH2:11][C:7]=3[N:8]([CH2:33][CH2:32][O:31][C:30]3[CH:35]=[CH:36][C:27]([F:26])=[CH:28][CH:29]=3)[C:9]=2[CH:10]=1. The catalyst class is: 3. (4) Reactant: CS(O[CH:6]([CH3:16])[CH2:7][NH:8][C:9]([O:11][C:12]([CH3:15])([CH3:14])[CH3:13])=[O:10])(=O)=O.[N-:17]=[N+:18]=[N-:19].[Na+]. Product: [N:17]([CH:6]([CH3:16])[CH2:7][NH:8][C:9](=[O:10])[O:11][C:12]([CH3:15])([CH3:14])[CH3:13])=[N+:18]=[N-:19]. The catalyst class is: 18. (5) Reactant: S(C)C.[NH2:4][C:5]1[C:6]([C:18]([O:20][CH2:21][CH3:22])=[O:19])=[N:7][CH:8]=[C:9]([CH2:11][C:12]2[CH:17]=[CH:16][CH:15]=[CH:14][CH:13]=2)[CH:10]=1.[CH3:23][S:24]([C:27]1[CH:34]=[CH:33][C:30]([CH:31]=O)=[CH:29][CH:28]=1)(=[O:26])=[O:25]. Product: [CH2:11]([C:9]1[CH:10]=[C:5]([NH:4][CH2:31][C:30]2[CH:29]=[CH:28][C:27]([S:24]([CH3:23])(=[O:26])=[O:25])=[CH:34][CH:33]=2)[C:6]([C:18]([O:20][CH2:21][CH3:22])=[O:19])=[N:7][CH:8]=1)[C:12]1[CH:17]=[CH:16][CH:15]=[CH:14][CH:13]=1. The catalyst class is: 585. (6) Reactant: [CH3:1][C:2]1[CH:7]=[CH:6][C:5]([C:8]2[O:9][C:10]([CH3:13])=[N:11][N:12]=2)=[CH:4][C:3]=1[C:14]1[CH:19]=[CH:18][C:17]([C:20](O)=[O:21])=[CH:16][CH:15]=1.C1C=CC2N(O)N=NC=2C=1.Cl.CN(C)CCCN=C=NCC.[CH3:45][O:46][C:47]1[CH:48]=[C:49]([CH2:55][CH:56]([NH2:58])[CH3:57])[CH:50]=[CH:51][C:52]=1[O:53][CH3:54]. Product: [CH3:45][O:46][C:47]1[CH:48]=[C:49]([CH2:55][CH:56]([NH:58][C:20]([C:17]2[CH:16]=[CH:15][C:14]([C:3]3[CH:4]=[C:5]([C:8]4[O:9][C:10]([CH3:13])=[N:11][N:12]=4)[CH:6]=[CH:7][C:2]=3[CH3:1])=[CH:19][CH:18]=2)=[O:21])[CH3:57])[CH:50]=[CH:51][C:52]=1[O:53][CH3:54]. The catalyst class is: 3. (7) Reactant: [C@H:1]1([NH:10][C:11]2[CH:20]=[CH:19][C:18]3[C:17]([NH2:21])=[CH:16][CH:15]=[CH:14][C:13]=3[N:12]=2)[C:9]2[C:4](=[CH:5][CH:6]=[CH:7][CH:8]=2)[CH2:3][CH2:2]1.C(N(CC)CC)C.ClC(Cl)(O[C:33](=[O:39])OC(Cl)(Cl)Cl)Cl.[CH3:41][N:42]1[CH2:47][CH2:46][NH:45][CH2:44][CH2:43]1. The catalyst class is: 1. Product: [C@H:1]1([NH:10][C:11]2[CH:20]=[CH:19][C:18]3[C:13](=[CH:14][CH:15]=[CH:16][C:17]=3[NH:21][C:33]([N:45]3[CH2:46][CH2:47][N:42]([CH3:41])[CH2:43][CH2:44]3)=[O:39])[N:12]=2)[C:9]2[C:4](=[CH:5][CH:6]=[CH:7][CH:8]=2)[CH2:3][CH2:2]1. (8) Reactant: [CH2:1]([O:3][NH:4][C:5](=[O:11])[O:6][C:7]([CH3:10])([CH3:9])[CH3:8])[CH3:2].[H-].[Na+].[CH3:14]I.O. Product: [CH2:1]([O:3][N:4]([CH3:14])[C:5](=[O:11])[O:6][C:7]([CH3:10])([CH3:9])[CH3:8])[CH3:2]. The catalyst class is: 3.